From a dataset of Catalyst prediction with 721,799 reactions and 888 catalyst types from USPTO. Predict which catalyst facilitates the given reaction. (1) Reactant: [N+:1]([C:4]1[C:5]([NH:10][C:11]2[CH:12]=[C:13]([CH3:17])[CH:14]=[CH:15][CH:16]=2)=[N:6][CH:7]=[CH:8][CH:9]=1)([O-])=O. Product: [C:13]1([CH3:17])[CH:14]=[CH:15][CH:16]=[C:11]([NH:10][C:5]2[C:4]([NH2:1])=[CH:9][CH:8]=[CH:7][N:6]=2)[CH:12]=1. The catalyst class is: 63. (2) Reactant: [Br:1][C:2]1[CH:7]=[CH:6][C:5]([C@H:8]2[C:17]3[C:12](=[CH:13][CH:14]=[C:15]([OH:18])[CH:16]=3)[C@H:11]3[CH2:19][CH2:20][C:21](=[O:22])[N:10]3[CH2:9]2)=[CH:4][CH:3]=1.C([O-])([O-])=O.[K+].[K+].[C:29]1([C@H:35]2C3C(=CC=C(OC)C=3)[C@H]3CCC(=O)N3C2)C=CC=C[CH:30]=1.C(Cl)[Cl:52]. Product: [Br:1][C:2]1[CH:3]=[CH:4][C:5]([C@H:8]2[C:17]3[C:12](=[CH:13][CH:14]=[C:15]([O:18][CH2:35][CH2:29][CH2:30][Cl:52])[CH:16]=3)[C@H:11]3[CH2:19][CH2:20][C:21](=[O:22])[N:10]3[CH2:9]2)=[CH:6][CH:7]=1. The catalyst class is: 21. (3) Reactant: [Cl:1][C:2]1[CH:3]=[C:4]([N:9]([CH2:24][C:25]2[CH:30]=[CH:29][C:28]([O:31][CH3:32])=[C:27]([O:33][CH3:34])[CH:26]=2)[C:10]2[C:19]3[C:14](=[CH:15][C:16](F)=[C:17]([N+:20]([O-:22])=[O:21])[CH:18]=3)[N:13]=[CH:12][N:11]=2)[CH:5]=[CH:6][C:7]=1[F:8].[N:35]1([CH:41](O)[CH2:42][CH3:43])[CH2:40][CH2:39][O:38][CH2:37][CH2:36]1.CC(C)([O-:48])C.[Na+].O. Product: [Cl:1][C:2]1[CH:3]=[C:4]([N:9]([CH2:24][C:25]2[CH:30]=[CH:29][C:28]([O:31][CH3:32])=[C:27]([O:33][CH3:34])[CH:26]=2)[C:10]2[C:19]3[C:14](=[CH:15][C:16]([O:48][CH2:43][CH2:42][CH2:41][N:35]4[CH2:40][CH2:39][O:38][CH2:37][CH2:36]4)=[C:17]([N+:20]([O-:22])=[O:21])[CH:18]=3)[N:13]=[CH:12][N:11]=2)[CH:5]=[CH:6][C:7]=1[F:8]. The catalyst class is: 10. (4) Reactant: [CH:1]1[CH:6]=[CH:5][C:4]([CH2:7][SH:8])=[CH:3][CH:2]=1.[H-].[Na+].[N:11]1([C:17]([N:19]2[CH2:24][CH:23]([C:25]3[CH:30]=[CH:29][C:28]([C:31]([F:34])([F:33])[F:32])=[CH:27][CH:26]=3)[CH2:22][CH:21]([CH2:35]S([O-])(=O)=O)[CH2:20]2)=[O:18])[CH2:16][CH2:15][O:14][CH2:13][CH2:12]1.O. Product: [CH2:7]([S:8][CH2:35][CH:21]1[CH2:22][CH:23]([C:25]2[CH:30]=[CH:29][C:28]([C:31]([F:34])([F:33])[F:32])=[CH:27][CH:26]=2)[CH2:24][N:19]([C:17]([N:11]2[CH2:16][CH2:15][O:14][CH2:13][CH2:12]2)=[O:18])[CH2:20]1)[C:4]1[CH:5]=[CH:6][CH:1]=[CH:2][CH:3]=1. The catalyst class is: 3. (5) Reactant: [C:1]([O:5][C:6]([N:8]1[CH2:13][CH2:12][C:11](=O)[CH2:10][CH2:9]1)=[O:7])([CH3:4])([CH3:3])[CH3:2].[CH2:15]([NH2:20])[C:16]([CH3:19])([CH3:18])[CH3:17].[H][H]. Product: [CH3:17][C:16]([CH3:19])([CH3:18])[CH2:15][NH:20][CH:11]1[CH2:12][CH2:13][N:8]([C:6]([O:5][C:1]([CH3:4])([CH3:3])[CH3:2])=[O:7])[CH2:9][CH2:10]1. The catalyst class is: 29.